This data is from Experimentally validated miRNA-target interactions with 360,000+ pairs, plus equal number of negative samples. The task is: Binary Classification. Given a miRNA mature sequence and a target amino acid sequence, predict their likelihood of interaction. (1) The miRNA is hsa-miR-1282 with sequence UCGUUUGCCUUUUUCUGCUU. The protein sequence of the target gene is MAGAVSLLGVVGLLLVSALSGVLGDRANPDLRAHPGNAAHPGSGATEPRRRPPLKDQRERTRAGSLPLGALYTAAVAAFVLYKCLQGKDETAVLHEEASKQQPLQSEQQLAQLTQQLAQTEQHLNNLMAQLDPLFERVTTLAGAQQELLNMKLWTIHELLQDSKPDKDMEASEPGEGSGGESAGGGDKVSETGTFLISPHTEASRPLPEDFCLKEDEEEIGDSQAWEEPTNWSTETWNLATSWEVGRGLRRRCSQAVAKGPSHSLGWEGGTTAEGRLKQSLFS. Result: 0 (no interaction). (2) The miRNA is hsa-miR-628-5p with sequence AUGCUGACAUAUUUACUAGAGG. The protein sequence of the target gene is MIQAQESITLEDVAVDFTWEEWQLLGAAQKDLYRDVMLENYSNLVAVGYQASKPDALFKLEQGEQLWTIEDGIHSGACSDIWKVDHVLERLQSESLVNRRKPCHEHDAFENIVHCSKSQFLLGQNHDIFDLRGKSLKSNLTLVNQSKGYEIKNSVEFTGNGDSFLHANHERLHTAIKFPASQKLISTKSQFISPKHQKTRKLEKHHVCSECGKAFIKKSWLTDHQVMHTGEKPHRCSLCEKAFSRKFMLTEHQRTHTGEKPYECPECGKAFLKKSRLNIHQKTHTGEKPYICSECGKGFI.... Result: 0 (no interaction). (3) The miRNA is hsa-miR-615-3p with sequence UCCGAGCCUGGGUCUCCCUCUU. The protein sequence of the target gene is MSGALDVLQMKEEDVLKFLAAGTHLGGTNLDFQMEQYIYKRKSDGIYIINLKRTWEKLLLAARAIVAIENPADVSVISSRNTGQRAVLKFAAATGATPIAGRFTPGTFTNQIQAAFREPRLLVVTDPRADHQPLTEASYVNLPTIALCNTDSPLRYVDIAIPCNNKGAHSVGLMWWMLAREVLRMRGTISREHPWEVMPDLYFYRDPEEIEKEEQAAAEKAVTKEEFQGEWTAPAPEFTATQPEVADWSEGVQVPSVPIQQFPTEDWSAQPATEDWSAAPTAQATEWVGATTDWS. Result: 1 (interaction). (4) The miRNA is hsa-miR-573 with sequence CUGAAGUGAUGUGUAACUGAUCAG. The protein sequence of the target gene is MKTLLLLLLVLLELGEAQGSLHRVPLRRHPSLKKKLRARSQLSEFWKSHNLDMIQFTESCSMDQSAKEPLINYLDMEYFGTISIGSPPQNFTVIFDTGSSNLWVPSVYCTSPACKTHSRFQPSQSSTYSQPGQSFSIQYGTGSLSGIIGADQVSVEGLTVVGQQFGESVTEPGQTFVDAEFDGILGLGYPSLAVGGVTPVFDNMMAQNLVDLPMFSVYMSSNPEGGAGSELIFGGYDHSHFSGSLNWVPVTKQAYWQIALDNIQVGGTVMFCSEGCQAIVDTGTSLITGPSDKIKQLQNA.... Result: 1 (interaction). (5) The protein sequence of the target gene is MSEVRPLSRDILMETLLYEQLLEPPTMEVLGMTDSEEDLDPMEDFDSLECMEGSDALALRLACIGDEMDVSLRAPRLAQLSEVAMHSLGLAFIYDQTEDIRDVLRSFMDGFTTLKENIMRFWRSPNPGSWVSCEQVLLALLLLLALLLPLLSGGLHLLLK. The miRNA is hsa-miR-6128 with sequence ACUGGAAUUGGAGUCAAAA. Result: 0 (no interaction).